Dataset: Catalyst prediction with 721,799 reactions and 888 catalyst types from USPTO. Task: Predict which catalyst facilitates the given reaction. (1) Reactant: C(O)(C(F)(F)F)=O.[Cl:8][C:9]1[C:10]([CH3:49])=[C:11]([NH:15][C:16]([C:18]2[C:26]3[N:25]=[C:24]([NH:27][CH2:28][C:29]([O:31]C(C)(C)C)=[O:30])[NH:23][C:22]=3[CH:21]=[C:20]([NH:36][C:37]([C:39]3[CH:44]=[CH:43][CH:42]=[CH:41][C:40]=3[C:45]([F:48])([F:47])[F:46])=[O:38])[CH:19]=2)=[O:17])[CH:12]=[CH:13][CH:14]=1. Product: [Cl:8][C:9]1[C:10]([CH3:49])=[C:11]([NH:15][C:16]([C:18]2[C:26]3[N:25]=[C:24]([NH:27][CH2:28][C:29]([OH:31])=[O:30])[NH:23][C:22]=3[CH:21]=[C:20]([NH:36][C:37]([C:39]3[CH:44]=[CH:43][CH:42]=[CH:41][C:40]=3[C:45]([F:46])([F:47])[F:48])=[O:38])[CH:19]=2)=[O:17])[CH:12]=[CH:13][CH:14]=1. The catalyst class is: 2. (2) Reactant: [OH:1][CH2:2][CH2:3][O:4][CH2:5][C:6]1[N:11]=[CH:10][C:9]([CH:12]([CH3:16])[C:13]([OH:15])=O)=[CH:8][CH:7]=1.ON1C2C=CC=CC=2N=N1.F[B-](F)(F)F.N1(OC(N(C)C)=[N+](C)C)C2C=CC=CC=2N=N1.C(N(C(C)C)C(C)C)C.[Cl:58][C:59]1[CH:60]=[C:61]([N:65]2[C:69]([CH2:70][NH2:71])=[CH:68][C:67]([C:72]([F:75])([F:74])[F:73])=[N:66]2)[CH:62]=[CH:63][CH:64]=1. Product: [Cl:58][C:59]1[CH:60]=[C:61]([N:65]2[C:69]([CH2:70][NH:71][C:13](=[O:15])[CH:12]([C:9]3[CH:10]=[N:11][C:6]([CH2:5][O:4][CH2:3][CH2:2][OH:1])=[CH:7][CH:8]=3)[CH3:16])=[CH:68][C:67]([C:72]([F:73])([F:74])[F:75])=[N:66]2)[CH:62]=[CH:63][CH:64]=1. The catalyst class is: 30.